From a dataset of Forward reaction prediction with 1.9M reactions from USPTO patents (1976-2016). Predict the product of the given reaction. (1) Given the reactants Br[C:2]1[CH:3]=[CH:4][C:5]2[N:9]=[CH:8][N:7]([C:10]3[CH:15]=[CH:14][CH:13]=[CH:12][CH:11]=3)[C:6]=2[CH:16]=1.[CH2:17]1[C:26]2[C:21](=[CH:22][CH:23]=[CH:24][CH:25]=2)[CH2:20][CH2:19][N:18]1[CH2:27][CH:28]([OH:46])[CH2:29][O:30][C:31]1[CH:36]=[CH:35][CH:34]=[C:33](B2OC(C)(C)C(C)(C)O2)[CH:32]=1.C([O-])([O-])=O.[K+].[K+].O1CCOCC1, predict the reaction product. The product is: [CH2:17]1[C:26]2[C:21](=[CH:22][CH:23]=[CH:24][CH:25]=2)[CH2:20][CH2:19][N:18]1[CH2:27][CH:28]([OH:46])[CH2:29][O:30][C:31]1[CH:36]=[CH:35][CH:34]=[C:33]([C:2]2[CH:3]=[CH:4][C:5]3[N:9]=[CH:8][N:7]([C:10]4[CH:15]=[CH:14][CH:13]=[CH:12][CH:11]=4)[C:6]=3[CH:16]=2)[CH:32]=1. (2) Given the reactants [ClH:1].[CH2:2]([C:4]1[CH:10]=[C:9]([CH3:11])[CH:8]=[C:7]([CH2:12][CH3:13])[C:5]=1N)[CH3:3].N(OCCC(C)C)=O, predict the reaction product. The product is: [Cl:1][C:5]1[C:4]([CH2:2][CH3:3])=[CH:10][C:9]([CH3:11])=[CH:8][C:7]=1[CH2:12][CH3:13]. (3) Given the reactants Cl[C:2]1[CH:7]=[C:6]([CH3:8])[N:5]=[C:4]([NH:9][C:10]2[CH:11]=[C:12]([NH:18][C@@H:19]3[CH2:24][CH2:23][CH2:22][CH2:21][C@@H:20]3[NH:25][C:26](=[O:32])[O:27][C:28]([CH3:31])([CH3:30])[CH3:29])[CH:13]=[N:14][C:15]=2[C:16]#[N:17])[CH:3]=1.[CH3:33][C:34]1[C:38](B2OC(C)(C)C(C)(C)O2)=[CH:37][O:36][N:35]=1.C1(P(C2CCCCC2)C2CCCCC2)CCCCC1.[O-]P([O-])([O-])=O.[K+].[K+].[K+], predict the reaction product. The product is: [C:16]([C:15]1[N:14]=[CH:13][C:12]([NH:18][C@@H:19]2[CH2:24][CH2:23][CH2:22][CH2:21][C@@H:20]2[NH:25][C:26](=[O:32])[O:27][C:28]([CH3:31])([CH3:30])[CH3:29])=[CH:11][C:10]=1[NH:9][C:4]1[CH:3]=[C:2]([C:38]2[C:34]([CH3:33])=[N:35][O:36][CH:37]=2)[CH:7]=[C:6]([CH3:8])[N:5]=1)#[N:17].